From a dataset of Catalyst prediction with 721,799 reactions and 888 catalyst types from USPTO. Predict which catalyst facilitates the given reaction. (1) Reactant: Cl[CH2:2][C:3]([NH:5][C:6]1[S:7][C:8]2[N:9]=[C:10]([N:15]([CH3:36])[C:16]3[CH:17]=[C:18]([NH:22][C:23](=[O:35])[C:24]4[CH:29]=[CH:28][CH:27]=[C:26]([C:30]([C:33]#[N:34])([CH3:32])[CH3:31])[CH:25]=4)[CH:19]=[CH:20][CH:21]=3)[N:11]=[CH:12][C:13]=2[N:14]=1)=[O:4].C(N(CC)CC)C.Cl.[F:45][CH:46]1[CH2:51][CH2:50][NH:49][CH2:48][CH2:47]1.C(=O)([O-])O.[Na+]. Product: [C:33]([C:30]([C:26]1[CH:25]=[C:24]([CH:29]=[CH:28][CH:27]=1)[C:23]([NH:22][C:18]1[CH:19]=[CH:20][CH:21]=[C:16]([N:15]([C:10]2[N:11]=[CH:12][C:13]3[N:14]=[C:6]([NH:5][C:3](=[O:4])[CH2:2][N:49]4[CH2:50][CH2:51][CH:46]([F:45])[CH2:47][CH2:48]4)[S:7][C:8]=3[N:9]=2)[CH3:36])[CH:17]=1)=[O:35])([CH3:32])[CH3:31])#[N:34]. The catalyst class is: 7. (2) Reactant: [N+:1]([C:4]1[CH:5]=[C:6]2[C:10](=[CH:11][CH:12]=1)[NH:9][N:8]=[CH:7]2)([O-:3])=[O:2].C(=O)([O-])[O-].[K+].[K+].Cl.Cl[CH2:21][CH2:22][N:23]([CH3:25])[CH3:24]. Product: [CH3:24][N:23]([CH3:25])[CH2:22][CH2:21][N:8]1[CH:7]=[C:6]2[C:10]([CH:11]=[CH:12][C:4]([N+:1]([O-:3])=[O:2])=[CH:5]2)=[N:9]1. The catalyst class is: 9.